Dataset: Reaction yield outcomes from USPTO patents with 853,638 reactions. Task: Predict the reaction yield, written as a fraction of the theoretical maximum amount of product (1.0 means a 100% yield; for example, 0.34 means a 34% yield). (1) The reactants are FC(F)(F)C1C=C(NC(=O)NC2C=CC(C3SC(CCC(OC)=O)=NC=3)=CC=2)C=CC=1.[NH2:32][C:33]1[CH:38]=[CH:37][C:36]([C:39]2[S:43][C:42]([CH:44]3[CH2:49][CH2:48][CH:47]([C:50]([O:52][CH3:53])=[O:51])[CH2:46][CH2:45]3)=[N:41][CH:40]=2)=[CH:35][CH:34]=1.[N:54]([C:57]1[CH:62]=[CH:61][C:60]([O:63][CH3:64])=[CH:59][C:58]=1[CH3:65])=[C:55]=[O:56]. No catalyst specified. The product is [CH3:64][O:63][C:60]1[CH:61]=[CH:62][C:57]([NH:54][C:55](=[O:56])[NH:32][C:33]2[CH:34]=[CH:35][C:36]([C:39]3[S:43][C:42]([CH:44]4[CH2:45][CH2:46][CH:47]([C:50]([O:52][CH3:53])=[O:51])[CH2:48][CH2:49]4)=[N:41][CH:40]=3)=[CH:37][CH:38]=2)=[C:58]([CH3:65])[CH:59]=1. The yield is 0.660. (2) The catalyst is CN(C=O)C.CCOC(C)=O. The reactants are Br[CH:2]([CH2:7][CH2:8][CH2:9]Br)[C:3]([O:5][CH3:6])=[O:4].[OH:11][C:12]1[CH:13]=[C:14]([CH:19]=[CH:20][CH:21]=1)[C:15]([O:17][CH3:18])=[O:16].C([O-])([O-])=O.[K+].[K+].[C:28]([O-:31])(=[S:30])[CH3:29].[K+]. The product is [C:28]([S:30][CH2:9][CH2:8][CH2:7][CH:2]([C:3]([O:5][CH3:6])=[O:4])[O:11][C:12]1[CH:13]=[C:14]([CH:19]=[CH:20][CH:21]=1)[C:15]([O:17][CH3:18])=[O:16])(=[O:31])[CH3:29]. The yield is 0.370. (3) The reactants are Br[CH2:2][C:3](=O)[CH3:4].[C:6]([SiH2:10][O:11][C:12]([C:26]1[CH:31]=[CH:30][CH:29]=[CH:28][CH:27]=1)([C:20]1[CH:25]=[CH:24][CH:23]=[CH:22][CH:21]=1)[C:13]1[N:14]=[CH:15][C:16]([NH2:19])=[N:17][CH:18]=1)([CH3:9])([CH3:8])[CH3:7].C([O-])(O)=O.[Na+]. The catalyst is COCCOC.S1(CCCC1)(=O)=O. The product is [C:6]([SiH2:10][O:11][C:12]([C:26]1[CH:31]=[CH:30][CH:29]=[CH:28][CH:27]=1)([C:20]1[CH:21]=[CH:22][CH:23]=[CH:24][CH:25]=1)[C:13]1[N:14]=[CH:15][C:16]2[N:17]([CH:2]=[C:3]([CH3:4])[N:19]=2)[CH:18]=1)([CH3:9])([CH3:7])[CH3:8]. The yield is 0.400. (4) The reactants are [F:1][C:2]1[CH:10]=[C:9]2[C:5]([C:6]([NH2:11])=[N:7][NH:8]2)=[CH:4][CH:3]=1.[C:12](N1C=CC=CC1=O)(N1C=CC=CC1=O)=[S:13]. The catalyst is ClCCl. The product is [F:1][C:2]1[CH:10]=[C:9]2[C:5]([C:6]([N:11]=[C:12]=[S:13])=[N:7][NH:8]2)=[CH:4][CH:3]=1. The yield is 0.730. (5) The reactants are [N:1]1([CH2:7][CH2:8][C:9]2[N:13]3[CH:14]=[CH:15][CH:16]=[CH:17][C:12]3=[C:11]([C:18]([OH:20])=O)[N:10]=2)[CH2:6][CH2:5][O:4][CH2:3][CH2:2]1.C(Cl)CCl.C1C=CC2N(O)N=NC=2C=1.CCN(CC)CC.[C:42]12([NH2:52])[CH2:51][CH:46]3[CH2:47][CH:48]([CH2:50][CH:44]([CH2:45]3)[CH2:43]1)[CH2:49]2. The catalyst is CN(C=O)C.C(OCC)(=O)C. The product is [C:42]12([NH:52][C:18]([C:11]3[N:10]=[C:9]([CH2:8][CH2:7][N:1]4[CH2:2][CH2:3][O:4][CH2:5][CH2:6]4)[N:13]4[CH:14]=[CH:15][CH:16]=[CH:17][C:12]=34)=[O:20])[CH2:49][CH:48]3[CH2:47][CH:46]([CH2:45][CH:44]([CH2:50]3)[CH2:43]1)[CH2:51]2. The yield is 0.890. (6) The reactants are [N+:1]([C:4]1[CH:9]=[CH:8][C:7]([N:10]2[CH:14]=[CH:13][CH:12]=[N:11]2)=[CH:6][C:5]=1[N:15]1[CH2:20][CH2:19][CH2:18][CH2:17][CH2:16]1)([O-])=O. The catalyst is C1COCC1. The product is [N:15]1([C:5]2[CH:6]=[C:7]([N:10]3[CH:14]=[CH:13][CH:12]=[N:11]3)[CH:8]=[CH:9][C:4]=2[NH2:1])[CH2:16][CH2:17][CH2:18][CH2:19][CH2:20]1. The yield is 0.940. (7) The reactants are [C:1](/[C:3](=[CH:8]\[C:9]1[CH:14]=[CH:13][CH:12]=[C:11]([NH:15][C:16]2[C:24]3[C:19](=[N:20][CH:21]=[CH:22][C:23]=3[O:25][C:26]3[CH:31]=[CH:30][C:29]([O:32][C:33]4[CH:38]=[CH:37][CH:36]=[CH:35][CH:34]=4)=[CH:28][CH:27]=3)[N:18](CC3C=CC(OC)=CC=3)[N:17]=2)[CH:10]=1)/[C:4]([NH:6][CH3:7])=[O:5])#[N:2].C(O)(C(F)(F)F)=O. No catalyst specified. The product is [C:1](/[C:3](=[CH:8]\[C:9]1[CH:14]=[CH:13][CH:12]=[C:11]([NH:15][C:16]2[C:24]3[C:19](=[N:20][CH:21]=[CH:22][C:23]=3[O:25][C:26]3[CH:27]=[CH:28][C:29]([O:32][C:33]4[CH:38]=[CH:37][CH:36]=[CH:35][CH:34]=4)=[CH:30][CH:31]=3)[NH:18][N:17]=2)[CH:10]=1)/[C:4]([NH:6][CH3:7])=[O:5])#[N:2]. The yield is 0.200. (8) The reactants are [Cl:1][C:2]1[CH:7]=[C:6]([Cl:8])[CH:5]=[CH:4][C:3]=1[CH2:9][C@@H:10]([NH:26]C(=O)OC(C)(C)C)[C:11](=[O:25])[NH:12][CH2:13][CH2:14][C:15]1[CH:20]=[CH:19][C:18]([O:21][CH3:22])=[C:17]([O:23][CH3:24])[CH:16]=1.Cl.O1CCOCC1. The catalyst is O1CCOCC1. The product is [ClH:1].[NH2:26][C@H:10]([CH2:9][C:3]1[CH:4]=[CH:5][C:6]([Cl:8])=[CH:7][C:2]=1[Cl:1])[C:11]([NH:12][CH2:13][CH2:14][C:15]1[CH:20]=[CH:19][C:18]([O:21][CH3:22])=[C:17]([O:23][CH3:24])[CH:16]=1)=[O:25]. The yield is 1.00. (9) The reactants are [C:1]([O:5][C:6](=[O:25])[N:7]([CH2:9][C:10]1[CH:14]=[C:13](Br)[N:12]([S:16]([C:19]2[CH:20]=[N:21][CH:22]=[CH:23][CH:24]=2)(=[O:18])=[O:17])[CH:11]=1)[CH3:8])([CH3:4])([CH3:3])[CH3:2].[F:26][C:27]1[C:32](B(O)O)=[CH:31][CH:30]=[CH:29][N:28]=1.C(=O)([O-])[O-].[Na+].[Na+]. The catalyst is COCCOC.O.C1C=CC([P]([Pd]([P](C2C=CC=CC=2)(C2C=CC=CC=2)C2C=CC=CC=2)([P](C2C=CC=CC=2)(C2C=CC=CC=2)C2C=CC=CC=2)[P](C2C=CC=CC=2)(C2C=CC=CC=2)C2C=CC=CC=2)(C2C=CC=CC=2)C2C=CC=CC=2)=CC=1. The product is [C:1]([O:5][C:6](=[O:25])[N:7]([CH2:9][C:10]1[CH:14]=[C:13]([C:32]2[C:27]([F:26])=[N:28][CH:29]=[CH:30][CH:31]=2)[N:12]([S:16]([C:19]2[CH:20]=[N:21][CH:22]=[CH:23][CH:24]=2)(=[O:18])=[O:17])[CH:11]=1)[CH3:8])([CH3:4])([CH3:3])[CH3:2]. The yield is 0.690.